Dataset: NCI-60 drug combinations with 297,098 pairs across 59 cell lines. Task: Regression. Given two drug SMILES strings and cell line genomic features, predict the synergy score measuring deviation from expected non-interaction effect. (1) Drug 1: C1CC(C1)(C(=O)O)C(=O)O.[NH2-].[NH2-].[Pt+2]. Drug 2: COC1=NC(=NC2=C1N=CN2C3C(C(C(O3)CO)O)O)N. Cell line: SK-OV-3. Synergy scores: CSS=-2.62, Synergy_ZIP=1.99, Synergy_Bliss=4.82, Synergy_Loewe=-0.586, Synergy_HSA=0.125. (2) Drug 1: C1CN(CCN1C(=O)CCBr)C(=O)CCBr. Drug 2: C1CCC(C(C1)N)N.C(=O)(C(=O)[O-])[O-].[Pt+4]. Cell line: A498. Synergy scores: CSS=34.6, Synergy_ZIP=-1.87, Synergy_Bliss=0.451, Synergy_Loewe=-4.27, Synergy_HSA=4.12. (3) Drug 1: CC12CCC3C(C1CCC2=O)CC(=C)C4=CC(=O)C=CC34C. Drug 2: C1CN1P(=S)(N2CC2)N3CC3. Cell line: NCI-H226. Synergy scores: CSS=26.6, Synergy_ZIP=-9.14, Synergy_Bliss=2.05, Synergy_Loewe=2.63, Synergy_HSA=2.62. (4) Drug 1: COC1=NC(=NC2=C1N=CN2C3C(C(C(O3)CO)O)O)N. Cell line: OVCAR-4. Drug 2: C(CC(=O)O)C(=O)CN.Cl. Synergy scores: CSS=2.15, Synergy_ZIP=4.00, Synergy_Bliss=0.367, Synergy_Loewe=-0.858, Synergy_HSA=-2.23. (5) Drug 1: CCN(CC)CCNC(=O)C1=C(NC(=C1C)C=C2C3=C(C=CC(=C3)F)NC2=O)C. Drug 2: CC1C(C(CC(O1)OC2CC(CC3=C2C(=C4C(=C3O)C(=O)C5=C(C4=O)C(=CC=C5)OC)O)(C(=O)CO)O)N)O.Cl. Cell line: CAKI-1. Synergy scores: CSS=41.9, Synergy_ZIP=-3.28, Synergy_Bliss=-1.55, Synergy_Loewe=-3.05, Synergy_HSA=0.864.